From a dataset of Reaction yield outcomes from USPTO patents with 853,638 reactions. Predict the reaction yield, written as a fraction of the theoretical maximum amount of product (1.0 means a 100% yield; for example, 0.34 means a 34% yield). (1) The reactants are [OH-].[Na+].C([O:6][CH2:7][CH2:8][O:9][CH2:10][CH2:11][O:12][C:13]1[CH:14]=[CH:15][C:16]2[C:23]3[C:24]4([O:29][CH2:28][C:27]([CH3:31])([CH3:30])[CH2:26][O:25]4)[C:22]=3[C:21]3[CH:32]=[CH:33][C:34]([O:36][CH2:37][CH2:38][CH2:39][CH3:40])=[CH:35][C:20]=3[CH2:19][CH2:18][C:17]=2[CH:41]=1)(=O)C. The catalyst is CO. The product is [CH2:37]([O:36][C:34]1[CH:33]=[CH:32][C:21]2[C:22]3[C:24]4([O:29][CH2:28][C:27]([CH3:31])([CH3:30])[CH2:26][O:25]4)[C:23]=3[C:16]3[CH:15]=[CH:14][C:13]([O:12][CH2:11][CH2:10][O:9][CH2:8][CH2:7][OH:6])=[CH:41][C:17]=3[CH2:18][CH2:19][C:20]=2[CH:35]=1)[CH2:38][CH2:39][CH3:40]. The yield is 0.810. (2) The reactants are [CH2:1]([C:3]([C:21]1[CH:34]=[CH:33][C:24]([O:25][CH2:26][CH:27]2[O:31][C:30](=[O:32])[CH2:29][CH2:28]2)=[C:23](C)[CH:22]=1)([C:6]1[CH:11]=[CH:10][C:9]([CH2:12][CH2:13][CH:14]([OH:19])[C:15]([CH3:18])([CH3:17])[CH3:16])=[C:8]([CH3:20])[CH:7]=1)[CH2:4][CH3:5])[CH3:2].[OH-:36].[K+].[CH3:38][O-].[Na+:40]. The catalyst is CO.O1CCCC1. The product is [Na+:40].[CH2:1]([C:3]([C:21]1[CH:34]=[CH:33][C:24]([O:25][CH2:26][C@H:27]([OH:31])[CH2:28][CH2:29][C:30]([O-:36])=[O:32])=[C:23]([CH3:38])[CH:22]=1)([C:6]1[CH:11]=[CH:10][C:9]([CH2:12][CH2:13][CH:14]([OH:19])[C:15]([CH3:17])([CH3:18])[CH3:16])=[C:8]([CH3:20])[CH:7]=1)[CH2:4][CH3:5])[CH3:2]. The yield is 0.920. (3) The reactants are [C:1]([NH:8][C:9]1[CH:14]=[CH:13][C:12]([F:15])=[CH:11][CH:10]=1)([O:3][C:4]([CH3:7])([CH3:6])[CH3:5])=[O:2].[Li][C:17]([CH3:20])([CH3:19])[CH3:18].CCCCC.C(Br)C(=C)C. The catalyst is C1COCC1. The product is [C:4]([O:3][C:1](=[O:2])[NH:8][C:9]1[CH:14]=[CH:13][C:12]([F:15])=[CH:11][C:10]=1[CH2:19][C:17]([CH3:20])=[CH2:18])([CH3:7])([CH3:6])[CH3:5]. The yield is 0.800. (4) The reactants are Cl.[Br:2][C:3]1[CH:4]=[C:5]([Cl:11])[C:6]([CH2:9][NH2:10])=[N:7][CH:8]=1.[C:12]1(=O)[O:17][C:15](=[O:16])[C:14]2=[CH:18][CH:19]=[CH:20][CH:21]=[C:13]12. The catalyst is C1(C)C=CC=CC=1. The product is [Br:2][C:3]1[CH:4]=[C:5]([Cl:11])[C:6]([CH2:9][N:10]2[C:15](=[O:16])[C:14]3[C:13](=[CH:21][CH:20]=[CH:19][CH:18]=3)[C:12]2=[O:17])=[N:7][CH:8]=1. The yield is 0.650. (5) The reactants are [CH3:1][O:2][C:3]1[CH:23]=[CH:22][C:6]([CH2:7][N:8]2[C:16]3[C:11](=[CH:12][CH:13]=[CH:14][CH:15]=3)[C:10](/[CH:17]=[CH:18]\[N+:19]([O-])=O)=[CH:9]2)=[CH:5][CH:4]=1.[H-].[H-].[H-].[H-].[Li+].[Al+3]. The catalyst is C1COCC1. The product is [CH3:1][O:2][C:3]1[CH:4]=[CH:5][C:6]([CH2:7][N:8]2[C:16]3[C:11](=[CH:12][CH:13]=[CH:14][CH:15]=3)[C:10]([CH2:17][CH2:18][NH2:19])=[CH:9]2)=[CH:22][CH:23]=1. The yield is 1.00.